This data is from Forward reaction prediction with 1.9M reactions from USPTO patents (1976-2016). The task is: Predict the product of the given reaction. (1) Given the reactants [Cl:1][C:2]1[CH:3]=[C:4]2[C:8](=[CH:9][CH:10]=1)[NH:7][CH:6]=[C:5]2[CH2:11][NH:12][C:13](=[O:22])[C:14]1[CH:19]=[CH:18][C:17]([CH2:20]Cl)=[CH:16][CH:15]=1.[F:23][C:24]1[CH:25]=[C:26](B(O)O)[CH:27]=[CH:28][CH:29]=1.C(=O)([O-])[O-].[Na+].[Na+].[I-].[Na+], predict the reaction product. The product is: [Cl:1][C:2]1[CH:3]=[C:4]2[C:8](=[CH:9][CH:10]=1)[NH:7][CH:6]=[C:5]2[CH2:11][NH:12][C:13](=[O:22])[C:14]1[CH:19]=[CH:18][C:17]([CH2:20][C:28]2[CH:27]=[CH:26][CH:25]=[C:24]([F:23])[CH:29]=2)=[CH:16][CH:15]=1. (2) The product is: [N+:23]([C:20]1[CH:21]=[CH:22][C:17]([CH2:6][CH2:5][CH2:4][CH2:3][C:2]([CH3:1])([CH3:26])[C:27]([O:29][CH2:30][CH3:31])=[O:28])=[N:18][CH:19]=1)([O-:25])=[O:24]. Given the reactants [CH3:1][C:2]([C:27]([O:29][CH2:30][CH3:31])=[O:28])([CH3:26])[CH2:3][CH2:4][CH2:5][C:6]([C:17]1[CH:22]=[CH:21][C:20]([N+:23]([O-:25])=[O:24])=[CH:19][N:18]=1)(C(OCC)=O)C(OCC)=O.S(=O)(=O)(O)O.[Cl-].[Na+], predict the reaction product.